This data is from Catalyst prediction with 721,799 reactions and 888 catalyst types from USPTO. The task is: Predict which catalyst facilitates the given reaction. Reactant: [F:1][C:2]1[CH:3]=[C:4]([C@@H:9]2[C@@H:14](/[CH:15]=[N:16]/[OH:17])[CH2:13][N:12]([C:18]([O:20][C:21]([CH3:24])([CH3:23])[CH3:22])=[O:19])[C@@H:11]([CH3:25])[CH2:10]2)[CH:5]=[CH:6][C:7]=1[F:8].CC1C=CC(S(NCl)(=O)=O)=CC=1.[Br:38][C:39]#[C:40][C:41]1[CH:46]=[CH:45][CH:44]=[CH:43][C:42]=1[CH2:47][CH2:48][NH:49][C:50](=[O:52])[CH3:51]. Product: [C:50]([NH:49][CH2:48][CH2:47][C:42]1[CH:43]=[CH:44][CH:45]=[CH:46][C:41]=1[C:40]1[O:17][N:16]=[C:15]([C@H:14]2[CH2:13][N:12]([C:18]([O:20][C:21]([CH3:24])([CH3:23])[CH3:22])=[O:19])[C@@H:11]([CH3:25])[CH2:10][C@@H:9]2[C:4]2[CH:5]=[CH:6][C:7]([F:8])=[C:2]([F:1])[CH:3]=2)[C:39]=1[Br:38])(=[O:52])[CH3:51]. The catalyst class is: 5.